This data is from Reaction yield outcomes from USPTO patents with 853,638 reactions. The task is: Predict the reaction yield, written as a fraction of the theoretical maximum amount of product (1.0 means a 100% yield; for example, 0.34 means a 34% yield). The reactants are [Cl:1][C:2]1[CH:10]=[C:9]2[C:5]([CH:6]=[CH:7][NH:8]2)=[CH:4][C:3]=1B1OCC(C)(C)CO1.[C:19](=[O:22])([O-])[O-].[K+].[K+].Br[C:26]1[CH:27]=[N:28][C:29]([N:32]([CH3:34])[CH3:33])=[N:30][CH:31]=1. The catalyst is O1CCOCC1.CN(C=O)C.C1C=CC(P(C2C=CC=CC=2)[C-]2C=CC=C2)=CC=1.C1C=CC(P(C2C=CC=CC=2)[C-]2C=CC=C2)=CC=1.Cl[Pd]Cl.[Fe+2]. The product is [Cl:1][C:2]1[CH:10]=[C:9]2[C:5]([C:6]([CH:19]=[O:22])=[CH:7][NH:8]2)=[CH:4][C:3]=1[C:26]1[CH:27]=[N:28][C:29]([N:32]([CH3:34])[CH3:33])=[N:30][CH:31]=1. The yield is 0.583.